From a dataset of Reaction yield outcomes from USPTO patents with 853,638 reactions. Predict the reaction yield, written as a fraction of the theoretical maximum amount of product (1.0 means a 100% yield; for example, 0.34 means a 34% yield). (1) The yield is 0.680. The reactants are O=C1C2C(=CC=CC=2)C(=O)[N:3]1[O:12][CH2:13][CH2:14][NH:15][S:16]([CH2:19]C)(=[O:18])=[O:17].CNN. The catalyst is ClCCl. The product is [NH2:3][O:12][CH2:13][CH2:14][NH:15][S:16]([CH3:19])(=[O:18])=[O:17]. (2) The reactants are CO[C:3]([C:5]1[CH:6]=[C:7]2[C:12](=[CH:13][CH:14]=1)[N:11]=[N:10][CH:9]=[CH:8]2)=[O:4].[OH-].[Na+].Cl.N1C=CC=CC=1OC[C:26]1[CH:43]=[CH:42][C:29]([CH2:30][NH:31]C(C2C(N)=NC(N)=CN=2)=O)=[CH:28][CH:27]=1.F[P-](F)(F)(F)(F)F.N1(O[P+](N(C)C)(N(C)C)N(C)C)[C:55]2[CH:56]=[CH:57][CH:58]=[CH:59][C:54]=2N=N1.C(N(CC)CC)C.FC(F)(F)C(O)=[O:81]. The catalyst is C(O)C.O.C1(C)C=CC=CC=1. The product is [O:81]([C:43]1[CH:42]=[C:29]([CH:28]=[CH:27][CH:26]=1)[CH2:30][NH:31][C:3]([C:5]1[CH:6]=[C:7]2[C:12](=[CH:13][CH:14]=1)[N:11]=[N:10][CH:9]=[CH:8]2)=[O:4])[C:54]1[CH:59]=[CH:58][CH:57]=[CH:56][CH:55]=1. The yield is 0.110. (3) The yield is 0.450. The catalyst is CCCCCC. The product is [CH3:32][O:33][Si:34]1([C:29]([C:26]2[CH:27]=[CH:28][C:23]([O:22][CH3:21])=[CH:24][CH:25]=2)=[CH2:30])[CH2:38][CH2:37][CH2:36][CH2:35]1. The reactants are C([Li])CCC.CCCCCCC.CN(C)CCN(C)C.[CH3:21][O:22][C:23]1[CH:28]=[CH:27][C:26]([C:29]([Li])=[CH2:30])=[CH:25][CH:24]=1.[CH3:32][O:33][Si:34]1(OC)[CH2:38][CH2:37][CH2:36][CH2:35]1.IC. (4) The reactants are [CH3:1][C:2]1[CH:3]=[C:4]([OH:16])[C:5]([C:9]2[CH:14]=[CH:13][C:12]([CH3:15])=[CH:11][N:10]=2)=[N:6][C:7]=1[CH3:8].Cl[C:18]1[C:27]2[C:22](=[CH:23][C:24]([O:30][CH3:31])=[C:25]([O:28][CH3:29])[CH:26]=2)[N:21]=[CH:20][CH:19]=1.C(=O)([O-])[O-].[Cs+].[Cs+].[F-].[Cs+]. The catalyst is CN(C1C=CN=CC=1)C.O.CS(C)=O. The product is [CH3:29][O:28][C:25]1[CH:26]=[C:27]2[C:22](=[CH:23][C:24]=1[O:30][CH3:31])[N:21]=[CH:20][CH:19]=[C:18]2[O:16][C:4]1[C:5]([C:9]2[CH:14]=[CH:13][C:12]([CH3:15])=[CH:11][N:10]=2)=[N:6][C:7]([CH3:8])=[C:2]([CH3:1])[CH:3]=1. The yield is 0.290. (5) The reactants are Cl[CH:2]([CH2:12][C:13]1[CH:14]=[C:15]2[C:20](=[CH:21][CH:22]=1)[N:19]=[CH:18][CH:17]=[CH:16]2)[CH:3]([N:5]1[C:9](=O)CCC1=O)O.[Br:23][C:24]1[CH:29]=[CH:28][C:27]([C:30]2[N:35]=[N:34]C(N)=[N:32][CH:31]=2)=[CH:26][C:25]=1[F:37]. The catalyst is C(O)CCC. The product is [Br:23][C:24]1[CH:29]=[CH:28][C:27]([C:30]2[CH:31]=[N:32][C:9]3[N:34]([C:2]([CH2:12][C:13]4[CH:14]=[C:15]5[C:20](=[CH:21][CH:22]=4)[N:19]=[CH:18][CH:17]=[CH:16]5)=[CH:3][N:5]=3)[N:35]=2)=[CH:26][C:25]=1[F:37]. The yield is 0.0670.